This data is from Full USPTO retrosynthesis dataset with 1.9M reactions from patents (1976-2016). The task is: Predict the reactants needed to synthesize the given product. (1) Given the product [F:23][C:22]([F:25])([F:24])[S:19]([O:12][C:3]1[CH:4]=[CH:5][CH:6]=[C:7]([C:8]([F:10])([F:11])[F:9])[C:2]=1[Cl:1])(=[O:21])=[O:20], predict the reactants needed to synthesize it. The reactants are: [Cl:1][C:2]1[C:7]([C:8]([F:11])([F:10])[F:9])=[CH:6][CH:5]=[CH:4][C:3]=1[OH:12].N1C=CC=CC=1.[S:19](O[S:19]([C:22]([F:25])([F:24])[F:23])(=[O:21])=[O:20])([C:22]([F:25])([F:24])[F:23])(=[O:21])=[O:20]. (2) Given the product [NH2:3][C:4]1[N:8]([CH:9]2[CH2:14][CH2:13][CH2:12][NH:11][CH2:10]2)[N:7]=[C:6]([C:25]2[CH:26]=[CH:27][C:28]([O:31][C:32]3[CH:37]=[CH:36][C:35]([F:38])=[CH:34][C:33]=3[F:39])=[CH:29][CH:30]=2)[C:5]=1[C:40]([NH2:41])=[O:1], predict the reactants needed to synthesize it. The reactants are: [OH-:1].[Na+].[NH2:3][C:4]1[N:8]([CH:9]2[CH2:14][CH2:13][CH2:12][N:11](C(OCC3C=CC=CC=3)=O)[CH2:10]2)[N:7]=[C:6]([C:25]2[CH:30]=[CH:29][C:28]([O:31][C:32]3[CH:37]=[CH:36][C:35]([F:38])=[CH:34][C:33]=3[F:39])=[CH:27][CH:26]=2)[C:5]=1[C:40]#[N:41]. (3) Given the product [Cl:16][C:17]1[N:18]=[N:19][C:20]([O:23][CH3:24])=[C:21]([I:25])[CH:22]=1, predict the reactants needed to synthesize it. The reactants are: [Li]CCCC.CC1(C)CCCC(C)(C)N1.[Cl:16][C:17]1[N:18]=[N:19][C:20]([O:23][CH3:24])=[CH:21][CH:22]=1.[I:25]I. (4) The reactants are: Cl[C:2]1[C:3]([CH:5]=[C:6]([NH:10][C:11]2[C:20]3[C:15](=[CH:16][C:17]([O:23][CH2:24][CH2:25][O:26][CH3:27])=[C:18]([O:21][CH3:22])[CH:19]=3)[N:14]=[CH:13][N:12]=2)[C:7](=[O:9])[CH:8]=1)=[O:4].Cl.[N:29]1[CH:34]=CC=[CH:31][CH:30]=1.CNCC. Given the product [CH2:30]([N:29]([CH3:34])[C:2]1[C:3]([CH:5]=[C:6]([NH:10][C:11]2[C:20]3[C:15](=[CH:16][C:17]([O:23][CH2:24][CH2:25][O:26][CH3:27])=[C:18]([O:21][CH3:22])[CH:19]=3)[N:14]=[CH:13][N:12]=2)[C:7](=[O:9])[CH:8]=1)=[O:4])[CH3:31], predict the reactants needed to synthesize it. (5) Given the product [N:1]1([O:14][N:1]2[C:13]3[C:12]4[CH:11]=[CH:10][CH:9]=[CH:8][C:7]=4[N:6]=[CH:5][C:4]=3[N:3]=[CH:2]2)[C:13]2[C:12]3[CH:11]=[CH:10][CH:9]=[CH:8][C:7]=3[N:6]=[CH:5][C:4]=2[N:3]=[CH:2]1, predict the reactants needed to synthesize it. The reactants are: [N:1]1([OH:14])[C:13]2[C:12]3[CH:11]=[CH:10][CH:9]=[CH:8][C:7]=3[N:6]=[CH:5][C:4]=2[N:3]=[CH:2]1.[I-]. (6) Given the product [C:14]1([NH:20][C:21]([N:10]2[C:11]([NH2:13])=[N:12][C:8]([NH:7][C:3]3[CH:2]=[N:1][CH:6]=[CH:5][CH:4]=3)=[N:9]2)=[O:22])[CH:19]=[CH:18][CH:17]=[CH:16][CH:15]=1, predict the reactants needed to synthesize it. The reactants are: [N:1]1[CH:6]=[CH:5][CH:4]=[C:3]([NH:7][C:8]2[N:12]=[C:11]([NH2:13])[NH:10][N:9]=2)[CH:2]=1.[C:14]1([N:20]=[C:21]=[O:22])[CH:19]=[CH:18][CH:17]=[CH:16][CH:15]=1. (7) The reactants are: [NH2:1][CH2:2][CH2:3][N:4]([CH3:8])[CH2:5][CH2:6][OH:7].S=[C:10]1[CH2:14][S:13][C:12](=[O:15])[NH:11]1. Given the product [OH:7][CH2:6][CH2:5][N:4]([CH3:8])[CH2:3][CH2:2][NH:1][C:10]1[CH2:14][S:13][C:12](=[O:15])[N:11]=1, predict the reactants needed to synthesize it. (8) Given the product [Cl:23][C:18]1[CH:19]=[CH:20][CH:21]=[CH:22][C:17]=1[O:16][C:14]1[CH2:15][N:11]([C@@H:5]([CH2:6][CH:7]([CH3:10])[CH2:8][CH3:9])[C:4]([OH:25])=[O:3])[C:12](=[O:24])[CH:13]=1, predict the reactants needed to synthesize it. The reactants are: C([O:3][C:4](=[O:25])[C@@H:5]([N:11]1[CH2:15][C:14]([O:16][C:17]2[CH:22]=[CH:21][CH:20]=[CH:19][C:18]=2[Cl:23])=[CH:13][C:12]1=[O:24])[CH2:6][CH:7]([CH3:10])[CH2:8][CH3:9])C.[OH-].[Li+].